From a dataset of Reaction yield outcomes from USPTO patents with 853,638 reactions. Predict the reaction yield, written as a fraction of the theoretical maximum amount of product (1.0 means a 100% yield; for example, 0.34 means a 34% yield). (1) The reactants are [CH:1]([C:4]1[CH:9]=[CH:8][C:7]([CH:10]([CH3:13])[C:11]#[N:12])=[CH:6][CH:5]=1)([CH3:3])[CH3:2].B.CSC.[ClH:18]. The catalyst is O1CCCC1.CO. The product is [ClH:18].[CH:1]([C:4]1[CH:5]=[CH:6][C:7]([CH:10]([CH3:13])[CH2:11][NH2:12])=[CH:8][CH:9]=1)([CH3:3])[CH3:2]. The yield is 0.730. (2) The reactants are [O:1]=[C:2]1[N:6]([CH2:7][CH2:8][NH:9][C:10](=[O:16])[O:11][C:12]([CH3:15])([CH3:14])[CH3:13])[C:5]2[CH:17]=[CH:18][CH:19]=[CH:20][C:4]=2[NH:3]1.[H-].[Na+].I[CH3:24]. The catalyst is C1COCC1. The product is [CH3:24][N:3]1[C:4]2[CH:20]=[CH:19][CH:18]=[CH:17][C:5]=2[N:6]([CH2:7][CH2:8][NH:9][C:10](=[O:16])[O:11][C:12]([CH3:15])([CH3:14])[CH3:13])[C:2]1=[O:1]. The yield is 0.500. (3) The reactants are Cl[CH2:2][S:3]([NH:6][C:7]1[CH:8]=[C:9]2[C:14](=[CH:15][CH:16]=1)[CH:13]=[N:12][CH:11]=[CH:10]2)(=[O:5])=[O:4].[NH2:17][C:18]1[CH:19]=[C:20]([CH:25]=[CH:26][CH:27]=1)[C:21]([NH:23][CH3:24])=[O:22]. The catalyst is CO. The product is [NH3:6].[CH:13]1[C:14]2[C:9](=[CH:8][C:7]([NH:6][S:3]([CH2:2][NH:17][C:18]3[CH:19]=[C:20]([CH:25]=[CH:26][CH:27]=3)[C:21]([NH:23][CH3:24])=[O:22])(=[O:5])=[O:4])=[CH:16][CH:15]=2)[CH:10]=[CH:11][N:12]=1. The yield is 0.0200.